From a dataset of Forward reaction prediction with 1.9M reactions from USPTO patents (1976-2016). Predict the product of the given reaction. (1) Given the reactants [NH2:1][C:2]1[CH:7]=[CH:6][C:5]([S:8]([CH3:16])(=[N:10][C:11]([O:13][CH2:14][CH3:15])=[O:12])=[O:9])=[CH:4][CH:3]=1.[Br:17][C:18]1[C:19]([S:25][CH3:26])=[N:20][C:21](Cl)=[N:22][CH:23]=1.Cl, predict the reaction product. The product is: [CH2:14]([O:13][C:11]([N:10]=[S:8]([C:5]1[CH:6]=[CH:7][C:2]([NH:1][C:21]2[N:20]=[C:19]([S:25][CH3:26])[C:18]([Br:17])=[CH:23][N:22]=2)=[CH:3][CH:4]=1)([CH3:16])=[O:9])=[O:12])[CH3:15]. (2) Given the reactants [CH3:1][N:2]([CH3:24])[C:3]1[N:8]=[CH:7][N:6]=[C:5]([CH2:9][N:10]2[C:18]3[C:13](=[N:14][CH:15]=[C:16]([CH3:19])[CH:17]=3)[C:12]([C:20](O)=[O:21])=[CH:11]2)[C:4]=1[CH3:23].C(N(CC)CC)C.CCCP1(OP(CCC)(=O)OP(CCC)(=O)O1)=O.Cl.[F:51][CH2:52][CH2:53][NH2:54], predict the reaction product. The product is: [CH3:24][N:2]([CH3:1])[C:3]1[N:8]=[CH:7][N:6]=[C:5]([CH2:9][N:10]2[C:18]3[C:13](=[N:14][CH:15]=[C:16]([CH3:19])[CH:17]=3)[C:12]([C:20]([NH:54][CH2:53][CH2:52][F:51])=[O:21])=[CH:11]2)[C:4]=1[CH3:23]. (3) Given the reactants [NH2:1][CH2:2][C@@H:3]1[C@H:8]([CH3:9])[CH2:7][CH2:6][CH2:5][N:4]1[C:10]([C:12]1[CH:17]=[C:16]([CH3:18])[CH:15]=[CH:14][C:13]=1[C:19]1[N:23]([CH3:24])[N:22]=[CH:21][CH:20]=1)=[O:11].Br[C:26]1[CH:31]=[CH:30][C:29]([F:32])=[CH:28][N:27]=1, predict the reaction product. The product is: [F:32][C:29]1[CH:30]=[CH:31][C:26]([NH:1][CH2:2][C@@H:3]2[C@H:8]([CH3:9])[CH2:7][CH2:6][CH2:5][N:4]2[C:10]([C:12]2[CH:17]=[C:16]([CH3:18])[CH:15]=[CH:14][C:13]=2[C:19]2[N:23]([CH3:24])[N:22]=[CH:21][CH:20]=2)=[O:11])=[N:27][CH:28]=1. (4) Given the reactants [F:1][C:2]1[CH:3]=[C:4]([CH2:10][N:11]2[C:19]3[C:14](=[N:15][CH:16]=[C:17]([CH3:20])[CH:18]=3)[C:13]([C:21](O)=[O:22])=[CH:12]2)[C:5]([O:8][CH3:9])=[N:6][CH:7]=1.[F:24][CH2:25][CH2:26][NH2:27], predict the reaction product. The product is: [F:1][C:2]1[CH:3]=[C:4]([CH2:10][N:11]2[C:19]3[C:14](=[N:15][CH:16]=[C:17]([CH3:20])[CH:18]=3)[C:13]([C:21]([NH:27][CH2:26][CH2:25][F:24])=[O:22])=[CH:12]2)[C:5]([O:8][CH3:9])=[N:6][CH:7]=1. (5) Given the reactants Cl[C:2]1[N:7]=[CH:6][C:5]([Br:8])=[CH:4][N:3]=1.[NH:9]1[CH2:14][CH2:13][CH2:12][CH2:11][CH2:10]1, predict the reaction product. The product is: [N:9]1([C:2]2[N:7]=[CH:6][C:5]([Br:8])=[CH:4][N:3]=2)[CH2:14][CH2:13][CH2:12][CH2:11][CH2:10]1. (6) Given the reactants Cl[C:2]1[N:7]=[C:6]([CH2:8][O:9][CH3:10])[C:5]2[C:11]([O:33][CH3:34])=[N:12][N:13](C(C3C=CC=CC=3)(C3C=CC=CC=3)C3C=CC=CC=3)[C:4]=2[CH:3]=1.C(=O)([O-])[O-].[Cs+].[Cs+].[C:41]1([C@H:47]([NH:49][C:50]([NH2:52])=[O:51])[CH3:48])[CH:46]=[CH:45][CH:44]=[CH:43][CH:42]=1, predict the reaction product. The product is: [CH3:34][O:33][C:11]1[C:5]2[C:6]([CH2:8][O:9][CH3:10])=[N:7][C:2]([NH:52][C:50]([NH:49][C@@H:47]([C:41]3[CH:46]=[CH:45][CH:44]=[CH:43][CH:42]=3)[CH3:48])=[O:51])=[CH:3][C:4]=2[NH:13][N:12]=1.